From a dataset of Forward reaction prediction with 1.9M reactions from USPTO patents (1976-2016). Predict the product of the given reaction. (1) Given the reactants [C:1]([C:3]1[CH:8]=[CH:7][C:6]([CH2:9][C:10]([NH:12][CH:13]2[CH2:18][CH2:17][N:16]([CH2:19][CH2:20][CH:21]([C:28]3[CH:33]=[CH:32][CH:31]=[CH:30][CH:29]=3)[C:22]3[CH:27]=[CH:26][CH:25]=[CH:24][CH:23]=3)[CH2:15][CH2:14]2)=[O:11])=[CH:5][CH:4]=1)#[N:2].S(=O)(=O)(O)[OH:35].C([O-])(O)=O.[Na+], predict the reaction product. The product is: [C:28]1([CH:21]([C:22]2[CH:23]=[CH:24][CH:25]=[CH:26][CH:27]=2)[CH2:20][CH2:19][N:16]2[CH2:15][CH2:14][CH:13]([NH:12][C:10]([CH2:9][C:6]3[CH:5]=[CH:4][C:3]([C:1]([NH2:2])=[O:35])=[CH:8][CH:7]=3)=[O:11])[CH2:18][CH2:17]2)[CH:29]=[CH:30][CH:31]=[CH:32][CH:33]=1. (2) Given the reactants [CH3:1][O:2][C:3]1[CH:8]=[C:7]([CH2:9][O:10][CH3:11])[CH:6]=[C:5]([O:12][CH3:13])[C:4]=1[C:14]1[N:15]2[N:21]=[C:20]([O:22][CH3:23])[C:19]([N:24]([CH2:31][CH:32]3[CH2:34][CH:33]3[CH3:35])[CH:25]3[CH2:30][CH2:29][O:28][CH2:27][CH2:26]3)=[C:16]2[S:17][CH:18]=1.[CH3:36][S:37]([OH:40])(=[O:39])=[O:38], predict the reaction product. The product is: [CH3:36][S:37]([OH:40])(=[O:39])=[O:38].[CH3:13][O:12][C:5]1[CH:6]=[C:7]([CH2:9][O:10][CH3:11])[CH:8]=[C:3]([O:2][CH3:1])[C:4]=1[C:14]1[N:15]2[N:21]=[C:20]([O:22][CH3:23])[C:19]([N:24]([CH2:31][CH:32]3[CH2:34][CH:33]3[CH3:35])[CH:25]3[CH2:26][CH2:27][O:28][CH2:29][CH2:30]3)=[C:16]2[S:17][CH:18]=1. (3) Given the reactants [C:1]([Si:5]([CH3:43])([CH3:42])[O:6][CH:7]([C:38]([CH3:41])([CH3:40])[CH3:39])[CH2:8][CH2:9][C:10]1[CH:15]=[CH:14][C:13]([C:16]([C:21]2[CH:26]=[CH:25][C:24](B3OC(C)(C)C(C)(C)O3)=[C:23]([CH3:36])[CH:22]=2)([CH2:19][CH3:20])[CH2:17][CH3:18])=[CH:12][C:11]=1[CH3:37])([CH3:4])([CH3:3])[CH3:2].[CH3:44][O:45][C:46](=[O:55])[CH2:47][C:48]1[CH:53]=[CH:52][CH:51]=[C:50](Br)[CH:49]=1.P([O-])([O-])([O-])=O.[K+].[K+].[K+], predict the reaction product. The product is: [CH3:44][O:45][C:46](=[O:55])[CH2:47][C:48]1[CH:49]=[C:50]([C:24]2[CH:25]=[CH:26][C:21]([C:16]([C:13]3[CH:14]=[CH:15][C:10]([CH2:9][CH2:8][CH:7]([O:6][Si:5]([C:1]([CH3:4])([CH3:3])[CH3:2])([CH3:42])[CH3:43])[C:38]([CH3:41])([CH3:40])[CH3:39])=[C:11]([CH3:37])[CH:12]=3)([CH2:17][CH3:18])[CH2:19][CH3:20])=[CH:22][C:23]=2[CH3:36])[CH:51]=[CH:52][CH:53]=1. (4) Given the reactants [Br:1]Br.[CH2:3]([C:5]1[CH:10]=[CH:9][C:8]([OH:11])=[CH:7][CH:6]=1)[CH3:4], predict the reaction product. The product is: [Br:1][C:7]1[CH:6]=[C:5]([CH2:3][CH3:4])[CH:10]=[CH:9][C:8]=1[OH:11]. (5) Given the reactants [Cl:1][C:2]1[CH:3]=[C:4]([NH:16][C:17]2[C:26]3[C:21](=[CH:22][C:23]([O:38][CH2:39][CH3:40])=[C:24]([NH:27][C:28](=[O:37])/[CH:29]=[CH:30]/[C@H:31]4[CH2:35][CH2:34][CH2:33][N:32]4[CH3:36])[CH:25]=3)[N:20]=[CH:19][C:18]=2[C:41]#[N:42])[CH:5]=[CH:6][C:7]=1[O:8][CH2:9][C:10]1[CH:15]=[CH:14][CH:13]=[CH:12][N:11]=1.[CH3:43][S:44]([OH:47])(=[O:46])=[O:45].C(OCC)C, predict the reaction product. The product is: [CH3:43][S:44]([OH:47])(=[O:46])=[O:45].[Cl:1][C:2]1[CH:3]=[C:4]([NH:16][C:17]2[C:26]3[C:21](=[CH:22][C:23]([O:38][CH2:39][CH3:40])=[C:24]([NH:27][C:28](=[O:37])/[CH:29]=[CH:30]/[C@H:31]4[CH2:35][CH2:34][CH2:33][N:32]4[CH3:36])[CH:25]=3)[N:20]=[CH:19][C:18]=2[C:41]#[N:42])[CH:5]=[CH:6][C:7]=1[O:8][CH2:9][C:10]1[CH:15]=[CH:14][CH:13]=[CH:12][N:11]=1. (6) Given the reactants [CH3:1][C:2]1[S:3][C:4]([CH3:10])=[C:5]([C:7]([OH:9])=O)[N:6]=1.O1CCCC1.C(Cl)(=O)C(Cl)=O.[NH2:22][C:23]1[CH:24]=[C:25]([CH:42]=[CH:43][CH:44]=1)[O:26][C:27]1[CH:28]=[CH:29][C:30]2[N:31]([N:33]=[C:34]([NH:36][C:37]([CH:39]3[CH2:41][CH2:40]3)=[O:38])[N:35]=2)[CH:32]=1, predict the reaction product. The product is: [CH:39]1([C:37]([NH:36][C:34]2[N:35]=[C:30]3[CH:29]=[CH:28][C:27]([O:26][C:25]4[CH:24]=[C:23]([NH:22][C:7]([C:5]5[N:6]=[C:2]([CH3:1])[S:3][C:4]=5[CH3:10])=[O:9])[CH:44]=[CH:43][CH:42]=4)=[CH:32][N:31]3[N:33]=2)=[O:38])[CH2:40][CH2:41]1.